Dataset: NCI-60 drug combinations with 297,098 pairs across 59 cell lines. Task: Regression. Given two drug SMILES strings and cell line genomic features, predict the synergy score measuring deviation from expected non-interaction effect. (1) Drug 1: CC1=C(C=C(C=C1)NC2=NC=CC(=N2)N(C)C3=CC4=NN(C(=C4C=C3)C)C)S(=O)(=O)N.Cl. Drug 2: CN(CC1=CN=C2C(=N1)C(=NC(=N2)N)N)C3=CC=C(C=C3)C(=O)NC(CCC(=O)O)C(=O)O. Cell line: MDA-MB-435. Synergy scores: CSS=0.512, Synergy_ZIP=-0.288, Synergy_Bliss=0.677, Synergy_Loewe=-16.4, Synergy_HSA=-5.19. (2) Drug 1: CC=C1C(=O)NC(C(=O)OC2CC(=O)NC(C(=O)NC(CSSCCC=C2)C(=O)N1)C(C)C)C(C)C. Drug 2: CC1=C(C(=O)C2=C(C1=O)N3CC4C(C3(C2COC(=O)N)OC)N4)N. Cell line: SK-OV-3. Synergy scores: CSS=59.2, Synergy_ZIP=0.0502, Synergy_Bliss=1.02, Synergy_Loewe=-11.2, Synergy_HSA=2.72. (3) Drug 1: C1=CC(=CC=C1CCCC(=O)O)N(CCCl)CCCl. Drug 2: CCC(=C(C1=CC=CC=C1)C2=CC=C(C=C2)OCCN(C)C)C3=CC=CC=C3.C(C(=O)O)C(CC(=O)O)(C(=O)O)O. Cell line: COLO 205. Synergy scores: CSS=36.2, Synergy_ZIP=5.44, Synergy_Bliss=-4.33, Synergy_Loewe=-11.6, Synergy_HSA=-10.5. (4) Drug 1: C1CC(CCC1OC2=C(C(=CC=C2)Cl)F)(CC3=NC(=CC=C3)NC4=NC=CS4)C(=O)O. Drug 2: CC1CC(C(C(C=C(C(C(C=CC=C(C(=O)NC2=CC(=O)C(=C(C1)C2=O)OC)C)OC)OC(=O)N)C)C)O)OC. Cell line: UACC62. Synergy scores: CSS=54.4, Synergy_ZIP=1.32, Synergy_Bliss=2.53, Synergy_Loewe=0.225, Synergy_HSA=4.84. (5) Drug 1: C1=CC=C(C(=C1)C(C2=CC=C(C=C2)Cl)C(Cl)Cl)Cl. Drug 2: C1=NC2=C(N1)C(=S)N=CN2. Cell line: OVCAR-5. Synergy scores: CSS=23.2, Synergy_ZIP=-8.40, Synergy_Bliss=1.12, Synergy_Loewe=-8.81, Synergy_HSA=0.184. (6) Drug 1: CC1C(C(CC(O1)OC2CC(OC(C2O)C)OC3=CC4=CC5=C(C(=O)C(C(C5)C(C(=O)C(C(C)O)O)OC)OC6CC(C(C(O6)C)O)OC7CC(C(C(O7)C)O)OC8CC(C(C(O8)C)O)(C)O)C(=C4C(=C3C)O)O)O)O. Drug 2: CCC1(CC2CC(C3=C(CCN(C2)C1)C4=CC=CC=C4N3)(C5=C(C=C6C(=C5)C78CCN9C7C(C=CC9)(C(C(C8N6C)(C(=O)OC)O)OC(=O)C)CC)OC)C(=O)OC)O.OS(=O)(=O)O. Cell line: NCI-H522. Synergy scores: CSS=56.3, Synergy_ZIP=4.79, Synergy_Bliss=4.16, Synergy_Loewe=4.08, Synergy_HSA=4.09. (7) Drug 1: CCCS(=O)(=O)NC1=C(C(=C(C=C1)F)C(=O)C2=CNC3=C2C=C(C=N3)C4=CC=C(C=C4)Cl)F. Drug 2: C1CN(CCN1C(=O)CCBr)C(=O)CCBr. Cell line: 786-0. Synergy scores: CSS=13.9, Synergy_ZIP=-2.88, Synergy_Bliss=6.22, Synergy_Loewe=4.74, Synergy_HSA=7.13.